This data is from Forward reaction prediction with 1.9M reactions from USPTO patents (1976-2016). The task is: Predict the product of the given reaction. (1) Given the reactants [Cl:1][C:2]1[CH:3]=[C:4]([NH:9][CH2:10][CH:11]([O:14][CH3:15])[O:12][CH3:13])[CH:5]=[N:6][C:7]=1[Cl:8].[CH2:16](Br)[CH:17]=[CH2:18], predict the reaction product. The product is: [CH2:18]([N:9]([C:4]1[CH:5]=[N:6][C:7]([Cl:8])=[C:2]([Cl:1])[CH:3]=1)[CH2:10][CH:11]([O:14][CH3:15])[O:12][CH3:13])[CH:17]=[CH2:16]. (2) The product is: [Cl:1][C:2]1[CH:3]=[C:4]2[C:9](=[CH:10][CH:11]=1)[N:8]=[CH:7][CH:6]=[C:5]2[CH2:12][N:13]1[C:21]([C:22]2[N:26]([CH3:27])[CH:25]=[C:24]([C:28]#[N:29])[CH:23]=2)=[C:20]2[C:15]([N:16]([CH2:32][CH:33]3[CH2:34][CH2:35]3)[C:17](=[O:31])[N:18]=[C:19]2[S:30][CH3:38])=[N:14]1. Given the reactants [Cl:1][C:2]1[CH:3]=[C:4]2[C:9](=[CH:10][CH:11]=1)[N:8]=[CH:7][CH:6]=[C:5]2[CH2:12][N:13]1[C:21]([C:22]2[N:26]([CH3:27])[CH:25]=[C:24]([C:28]#[N:29])[CH:23]=2)=[C:20]2[C:15]([N:16]([CH2:32][CH:33]3[CH2:35][CH2:34]3)[C:17](=[O:31])[NH:18][C:19]2=[S:30])=[N:14]1.IC.[CH3:38]CCCCCC=CCCC, predict the reaction product. (3) Given the reactants [CH3:1][C:2]1[N:6]=[C:5]([N:7]2[CH2:12][CH2:11][C:10](=O)[CH2:9][CH2:8]2)[S:4][N:3]=1.[Cl:14][C:15]1[CH:27]=[CH:26][C:18]([CH2:19][N:20]2[CH:24]=[CH:23][C:22]([NH2:25])=[N:21]2)=[CH:17][CH:16]=1, predict the reaction product. The product is: [Cl:14][C:15]1[CH:27]=[CH:26][C:18]([CH2:19][N:20]2[CH:24]=[CH:23][C:22]([NH:25][CH:10]3[CH2:11][CH2:12][N:7]([C:5]4[S:4][N:3]=[C:2]([CH3:1])[N:6]=4)[CH2:8][CH2:9]3)=[N:21]2)=[CH:17][CH:16]=1. (4) Given the reactants [I:1]I.[C:3]1([CH2:9][CH2:10]O)[CH:8]=[CH:7][CH:6]=[CH:5][CH:4]=1.C1(P(C2C=CC=CC=2)C2C=CC=CC=2)C=CC=CC=1.N1C=CN=C1, predict the reaction product. The product is: [C:3]1([CH2:9][CH2:10][I:1])[CH:8]=[CH:7][CH:6]=[CH:5][CH:4]=1. (5) Given the reactants [Br:1][C:2]1[CH:3]=[CH:4][C:5]([CH2:8][O:9][CH2:10][CH2:11][OH:12])=[N:6][CH:7]=1.[CH3:13][C:14]([Si:17](Cl)([CH3:19])[CH3:18])([CH3:16])[CH3:15].N1C=CN=C1, predict the reaction product. The product is: [Br:1][C:2]1[CH:3]=[CH:4][C:5]([CH2:8][O:9][CH2:10][CH2:11][O:12][Si:17]([C:14]([CH3:16])([CH3:15])[CH3:13])([CH3:19])[CH3:18])=[N:6][CH:7]=1. (6) Given the reactants Cl[C:2]1[CH:7]=[CH:6][C:5]([S:8]([C:11]2[CH:16]=[CH:15][CH:14]=[CH:13][C:12]=2[F:17])(=[O:10])=[O:9])=[CH:4][N:3]=1.[CH2:18]([Sn](CCCC)(CCCC)C=C)[CH2:19]CC, predict the reaction product. The product is: [CH:18]([C:2]1[CH:7]=[CH:6][C:5]([S:8]([C:11]2[CH:16]=[CH:15][CH:14]=[CH:13][C:12]=2[F:17])(=[O:10])=[O:9])=[CH:4][N:3]=1)=[CH2:19]. (7) The product is: [N:1]1([C:10]2[N:18]=[CH:17][N:16]=[C:15]3[C:11]=2[N:12]=[CH:13][N:14]3[C@@H:23]2[O:45][C@H:44]([CH2:46][OH:47])[C@@H:34]([OH:35])[C@H:24]2[OH:25])[C:9]2[C:4](=[CH:5][CH:6]=[CH:7][CH:8]=2)[CH:3]=[CH:2]1. Given the reactants [N:1]1([C:10]2[N:18]=[CH:17][N:16]=[C:15]3[C:11]=2[NH:12][CH:13]=[N:14]3)[C:9]2[C:4](=[CH:5][CH:6]=[CH:7][CH:8]=2)[CH:3]=[CH:2]1.C(O[C@@H:23]1[O:45][C@H:44]([CH2:46][O:47]C(=O)C2C=CC=CC=2)[C@@H:34]([O:35]C(=O)C2C=CC=CC=2)[C@H:24]1[O:25]C(=O)C1C=CC=CC=1)(=O)C, predict the reaction product.